This data is from Forward reaction prediction with 1.9M reactions from USPTO patents (1976-2016). The task is: Predict the product of the given reaction. Given the reactants [Cl-].[Li+].C(OP([CH2:11][C:12]#[N:13])(=O)OCC)C.C1CCN2C(=NCCC2)CC1.[CH:25]1([N:28]([CH2:36][C:37]2[CH:42]=[C:41]([CH2:43][CH:44]=O)[CH:40]=[C:39]([Cl:46])[C:38]=2[Cl:47])[C:29](=[O:35])[O:30][C:31]([CH3:34])([CH3:33])[CH3:32])[CH2:27][CH2:26]1, predict the reaction product. The product is: [CH:25]1([N:28]([CH2:36][C:37]2[CH:42]=[C:41]([CH2:43]/[CH:44]=[CH:11]/[C:12]#[N:13])[CH:40]=[C:39]([Cl:46])[C:38]=2[Cl:47])[C:29](=[O:35])[O:30][C:31]([CH3:32])([CH3:34])[CH3:33])[CH2:27][CH2:26]1.